This data is from Reaction yield outcomes from USPTO patents with 853,638 reactions. The task is: Predict the reaction yield, written as a fraction of the theoretical maximum amount of product (1.0 means a 100% yield; for example, 0.34 means a 34% yield). (1) The reactants are [CH3:1][C:2]1([CH3:25])[CH2:7][C:6]([CH3:9])([CH3:8])[CH2:5][C:4](=[C:10]([C:18]2[CH:23]=[CH:22][C:21]([OH:24])=[CH:20][CH:19]=2)[C:11]2[CH:16]=[CH:15][C:14]([OH:17])=[CH:13][CH:12]=2)[CH2:3]1.C([O-])([O-])=O.[K+].[K+].Br[C:33]([CH3:40])([CH3:39])[C:34]([O:36][CH2:37][CH3:38])=[O:35]. The catalyst is CC(C)=O. The product is [OH:24][C:21]1[CH:20]=[CH:19][C:18]([C:10](=[C:4]2[CH2:3][C:2]([CH3:25])([CH3:1])[CH2:7][C:6]([CH3:8])([CH3:9])[CH2:5]2)[C:11]2[CH:12]=[CH:13][C:14]([O:17][C:33]([CH3:40])([CH3:39])[C:34]([O:36][CH2:37][CH3:38])=[O:35])=[CH:15][CH:16]=2)=[CH:23][CH:22]=1. The yield is 0.400. (2) The reactants are [N:1]12[CH2:8][CH2:7][C:4]([C:9]([C:17]3[CH:22]=[CH:21][CH:20]=[CH:19][CH:18]=3)([C:11]3[CH:16]=[CH:15][CH:14]=[CH:13][CH:12]=3)[OH:10])([CH2:5][CH2:6]1)[CH2:3][CH2:2]2.[Br:23][CH2:24][CH2:25][CH2:26][O:27][C:28]1[CH:29]=[C:30]([CH:36]=[CH:37][CH:38]=1)[N:31]([CH2:34][CH3:35])[CH2:32][CH3:33]. The catalyst is CC#N. The product is [Br-:23].[CH2:34]([N:31]([CH2:32][CH3:33])[C:30]1[CH:29]=[C:28]([O:27][CH2:26][CH2:25][CH2:24][N+:1]23[CH2:6][CH2:5][C:4]([C:9]([OH:10])([C:17]4[CH:22]=[CH:21][CH:20]=[CH:19][CH:18]=4)[C:11]4[CH:12]=[CH:13][CH:14]=[CH:15][CH:16]=4)([CH2:3][CH2:2]2)[CH2:7][CH2:8]3)[CH:38]=[CH:37][CH:36]=1)[CH3:35]. The yield is 0.630. (3) The reactants are [NH2:1][CH2:2][CH2:3][CH2:4][CH2:5][C@H:6]([N:9]([CH2:21][CH:22]([CH3:24])[CH3:23])[S:10]([C:13]1[CH:18]=[CH:17][C:16]([C:19]#[N:20])=[CH:15][CH:14]=1)(=[O:12])=[O:11])[CH2:7][OH:8].F[P-](F)(F)(F)(F)F.N1(O[P+](N(C)C)(N(C)C)N(C)C)C2C=CC=CC=2N=N1.C(N(CC)CC)C.[CH3:59][O:60][C:61]([NH:63][C@@H:64]([CH:68]([C:75]1[CH:80]=[CH:79][CH:78]=[CH:77][CH:76]=1)[C:69]1[CH:74]=[CH:73][CH:72]=[CH:71][CH:70]=1)[C:65](O)=[O:66])=[O:62]. The catalyst is C(Cl)Cl. The product is [CH3:59][O:60][C:61](=[O:62])[NH:63][C@H:64]([C:65](=[O:66])[NH:1][CH2:2][CH2:3][CH2:4][CH2:5][C@H:6]([N:9]([S:10]([C:13]1[CH:14]=[CH:15][C:16]([C:19]#[N:20])=[CH:17][CH:18]=1)(=[O:12])=[O:11])[CH2:21][CH:22]([CH3:24])[CH3:23])[CH2:7][OH:8])[CH:68]([C:75]1[CH:80]=[CH:79][CH:78]=[CH:77][CH:76]=1)[C:69]1[CH:74]=[CH:73][CH:72]=[CH:71][CH:70]=1. The yield is 0.840. (4) The reactants are [Cl:1][C:2]1[CH:3]=[CH:4][C:5]([OH:25])=[C:6]([CH:24]=1)[C:7]([NH:9][C:10]1[CH:15]=[C:14]([C:16]([F:19])([F:18])[F:17])[CH:13]=[C:12]([C:20]([F:23])([F:22])[F:21])[CH:11]=1)=[O:8].[C:26]([O:30][C:31]([NH:33][C@H:34]([C:39]([NH:41][C@H:42]([C:50](O)=[O:51])[CH2:43][C:44]1[CH:49]=[CH:48][CH:47]=[CH:46][CH:45]=1)=[O:40])[CH2:35][CH:36]([CH3:38])[CH3:37])=[O:32])([CH3:29])([CH3:28])[CH3:27]. No catalyst specified. The product is [C:26]([O:30][C:31]([NH:33][C@H:34]([C:39]([NH:41][C@H:42]([C:50]([O:25][C:5]1[CH:4]=[CH:3][C:2]([Cl:1])=[CH:24][C:6]=1[C:7]([NH:9][C:10]1[CH:15]=[C:14]([C:16]([F:19])([F:18])[F:17])[CH:13]=[C:12]([C:20]([F:21])([F:22])[F:23])[CH:11]=1)=[O:8])=[O:51])[CH2:43][C:44]1[CH:49]=[CH:48][CH:47]=[CH:46][CH:45]=1)=[O:40])[CH2:35][CH:36]([CH3:38])[CH3:37])=[O:32])([CH3:27])([CH3:28])[CH3:29]. The yield is 0.385. (5) The reactants are [C:1]([C:4]1[CH:9]=[CH:8][C:7]([N:10]2[C:14]([C:15]3[CH:20]=[CH:19][C:18]([S:21]([CH3:24])(=[O:23])=[O:22])=[CH:17][CH:16]=3)=[CH:13][CH:12]=[C:11]2[CH2:25][CH2:26][C:27]([O:29]CC)=[O:28])=[C:6]([CH3:32])[CH:5]=1)(=[O:3])[NH2:2].O.[OH-].[Li+]. The catalyst is C1COCC1.O. The product is [C:1]([C:4]1[CH:9]=[CH:8][C:7]([N:10]2[C:14]([C:15]3[CH:20]=[CH:19][C:18]([S:21]([CH3:24])(=[O:22])=[O:23])=[CH:17][CH:16]=3)=[CH:13][CH:12]=[C:11]2[CH2:25][CH2:26][C:27]([OH:29])=[O:28])=[C:6]([CH3:32])[CH:5]=1)(=[O:3])[NH2:2]. The yield is 0.320.